Predict which catalyst facilitates the given reaction. From a dataset of Catalyst prediction with 721,799 reactions and 888 catalyst types from USPTO. (1) Reactant: [NH2:1][C:2]1[CH:12]=[CH:11][C:5]2[NH:6][C:7](=[O:10])[CH2:8][O:9][C:4]=2[CH:3]=1.CN(C)C=O.[C:18](N1C=CN=C1)(N1C=CN=C1)=[S:19].[N:30](=[C:32]([C:34]1[C:38]([OH:39])=[C:37]([C:40]2[CH:45]=[CH:44][C:43]([C:46]([F:49])([F:48])[F:47])=[CH:42][CH:41]=2)[N:36]([CH3:50])[N:35]=1)[CH3:33])[NH2:31]. Product: [OH:39][C:38]1[C:34]([C:32](=[N:30][NH:31][C:18](=[S:19])[NH:1][C:2]2[CH:12]=[CH:11][C:5]3[NH:6][C:7](=[O:10])[CH2:8][O:9][C:4]=3[CH:3]=2)[CH3:33])=[N:35][N:36]([CH3:50])[C:37]=1[C:40]1[CH:41]=[CH:42][C:43]([C:46]([F:49])([F:48])[F:47])=[CH:44][CH:45]=1. The catalyst class is: 6. (2) Reactant: C1C=CC(P(C2C=CC3C(=CC=CC=3)C=2C2C3C(=CC=CC=3)C=CC=2P(C2C=CC=CC=2)C2C=CC=CC=2)C2C=CC=CC=2)=CC=1.Br[C:48]1[CH:67]=[CH:66][C:51]2[C:52]([C:55]([N:57]3[CH:63]4[CH2:64][CH2:65][N:60]([CH2:61][CH2:62]4)[CH2:59][CH2:58]3)=[O:56])=[N:53][S:54][C:50]=2[CH:49]=1.[CH:68]([N:71]1[CH2:75][CH2:74][NH:73][C:72]1=[O:76])([CH3:70])[CH3:69].C(=O)([O-])[O-].[Cs+].[Cs+]. Product: [N:60]12[CH2:65][CH2:64][CH:63]([CH2:62][CH2:61]1)[N:57]([C:55]([C:52]1[C:51]3[CH:66]=[CH:67][C:48]([N:73]4[CH2:74][CH2:75][N:71]([CH:68]([CH3:70])[CH3:69])[C:72]4=[O:76])=[CH:49][C:50]=3[S:54][N:53]=1)=[O:56])[CH2:58][CH2:59]2. The catalyst class is: 487. (3) The catalyst class is: 1. Product: [C:1]([C:5]1[CH:9]=[C:8]([NH:10][C:18](=[O:19])[O:20][C:21]2[CH:26]=[CH:25][CH:24]=[CH:23][CH:22]=2)[N:7]([C:11]2[CH:16]=[CH:15][CH:14]=[CH:13][CH:12]=2)[N:6]=1)([CH3:4])([CH3:2])[CH3:3]. Reactant: [C:1]([C:5]1[CH:9]=[C:8]([NH2:10])[N:7]([C:11]2[CH:16]=[CH:15][CH:14]=[CH:13][CH:12]=2)[N:6]=1)([CH3:4])([CH3:3])[CH3:2].Cl[C:18]([O:20][C:21]1[CH:26]=[CH:25][CH:24]=[CH:23][CH:22]=1)=[O:19].C([O-])([O-])=O.[K+].[K+].